From a dataset of Forward reaction prediction with 1.9M reactions from USPTO patents (1976-2016). Predict the product of the given reaction. (1) Given the reactants C[O:2][C:3](=[O:44])[C:4]1[CH:9]=[CH:8][CH:7]=[CH:6][C:5]=1[O:10][C:11]1[CH:16]=[CH:15][CH:14]=[C:13]([O:17][CH2:18][CH2:19][CH2:20][O:21][C:22]2[CH:27]=[C:26]([O:28]CC3C=CC=CC=3)[C:25](C(=O)C)=[CH:24][C:23]=2[CH2:39]C)[C:12]=1[CH2:41][CH2:42][CH3:43].O.FC(F)(F)[C:48]([OH:50])=O.F[C:54](F)(F)C(OI(C1C=CC=CC=1)OC(=O)C(F)(F)F)=O.[C:74](#[N:76])[CH3:75], predict the reaction product. The product is: [CH2:24]([C:23]1[CH:39]=[C:75]([C:74]2[N:76]=[CH:54][O:50][CH:48]=2)[C:26]([OH:28])=[CH:27][C:22]=1[O:21][CH2:20][CH2:19][CH2:18][O:17][C:13]1[C:12]([CH2:41][CH2:42][CH3:43])=[C:11]([CH:16]=[CH:15][CH:14]=1)[O:10][C:5]1[CH:6]=[CH:7][CH:8]=[CH:9][C:4]=1[C:3]([OH:2])=[O:44])[CH3:25]. (2) Given the reactants [N:1]1([C:7]2[CH:12]=[CH:11][C:10]([N:13]([C@H:15]3[O:19][C:18](=O)NC3)[CH3:14])=[CH:9][C:8]=2[F:21])[CH2:6][CH2:5][O:4][CH2:3][CH2:2]1.C([N:24]([CH2:27]C)CC)C.[C:29]([O:32]C(=O)C)(=O)[CH3:30].C(OCC)(=[O:38])C, predict the reaction product. The product is: [CH3:30][C:29]([NH:24][CH2:27][C@@H:18]1[O:19][C:15](=[O:38])[N:13]([C:10]2[CH:11]=[CH:12][C:7]([N:1]3[CH2:2][CH2:3][O:4][CH2:5][CH2:6]3)=[C:8]([F:21])[CH:9]=2)[CH2:14]1)=[O:32]. (3) Given the reactants [OH:1][C:2]1[CH:3]=[C:4]2[C:9](=[CH:10][CH:11]=1)[C@@H:8]([CH2:12][CH2:13][Br:14])[NH:7][CH2:6][CH2:5]2.[F:15][C:16]([F:21])([F:20])[C:17]([NH2:19])=[O:18].C(=O)([O-])[O-].[K+].[K+].[CH3:28][N:29]([CH3:33])[C:30](Cl)=[O:31].O, predict the reaction product. The product is: [CH3:28][N:29]([CH3:33])[C:30]([O:1][C:2]1[CH:3]=[C:4]2[C:9](=[CH:10][CH:11]=1)[C@@H:8]([CH2:12][CH2:13][Br:14])[NH:7][CH2:6][CH2:5]2)=[O:31].[F:15][C:16]([F:21])([F:20])[C:17]([NH2:19])=[O:18].